From a dataset of Forward reaction prediction with 1.9M reactions from USPTO patents (1976-2016). Predict the product of the given reaction. (1) Given the reactants [CH3:1][C:2](=[N:4][O:5][CH2:6][C:7]([OH:9])=O)[CH3:3].S(Cl)([Cl:12])=O, predict the reaction product. The product is: [CH3:1][C:2](=[N:4][O:5][CH2:6][C:7]([Cl:12])=[O:9])[CH3:3]. (2) Given the reactants [Br:1][C:2]1[CH:3]=[C:4]2[C:10]([OH:11])=[N:9][NH:8][C:5]2=[N:6][CH:7]=1.Cl[CH2:13][C:14]1[CH:19]=[CH:18][C:17]([O:20][CH3:21])=[CH:16][CH:15]=1.[OH-].[Na+], predict the reaction product. The product is: [Br:1][C:2]1[CH:3]=[C:4]2[C:10]([OH:11])=[N:9][N:8]([CH2:13][C:14]3[CH:19]=[CH:18][C:17]([O:20][CH3:21])=[CH:16][CH:15]=3)[C:5]2=[N:6][CH:7]=1. (3) Given the reactants [Cl:1][C:2]1[CH:23]=[C:22]([O:24]C)[CH:21]=[C:20]([Cl:26])[C:3]=1[CH2:4][CH:5]1[CH2:9][CH2:8][N:7]([CH:10]2[CH2:18][CH2:17][C:16]3[C:12](=[CH:13][NH:14][N:15]=3)[CH2:11]2)[C:6]1=[O:19].B(Br)(Br)Br.CO, predict the reaction product. The product is: [Cl:26][C:20]1[CH:21]=[C:22]([OH:24])[CH:23]=[C:2]([Cl:1])[C:3]=1[CH2:4][CH:5]1[CH2:9][CH2:8][N:7]([CH:10]2[CH2:18][CH2:17][C:16]3[C:12](=[CH:13][NH:14][N:15]=3)[CH2:11]2)[C:6]1=[O:19]. (4) Given the reactants [O:1]1[CH2:6][CH2:5][N:4]([C:7]2[CH:8]=[C:9]([CH:13]=[C:14]([F:16])[CH:15]=2)[C:10]([OH:12])=O)[CH2:3][CH2:2]1.C(Cl)(=O)C(Cl)=O.[CH2:23]([O:25][C:26]([C:28]1[S:29][C:30]([NH2:34])=[CH:31][C:32]=1[CH3:33])=[O:27])[CH3:24].C(N(CC)CC)C, predict the reaction product. The product is: [CH2:23]([O:25][C:26]([C:28]1[S:29][C:30]([NH:34][C:10](=[O:12])[C:9]2[CH:8]=[C:7]([N:4]3[CH2:3][CH2:2][O:1][CH2:6][CH2:5]3)[CH:15]=[C:14]([F:16])[CH:13]=2)=[CH:31][C:32]=1[CH3:33])=[O:27])[CH3:24]. (5) Given the reactants [CH2:1]([O:8][C:9]1[CH:14]=[CH:13][CH:12]=[CH:11][C:10]=1[CH:15]([O:17][C:18]1[CH:27]=[CH:26][C:21]([C:22]([O:24]C)=[O:23])=[CH:20][CH:19]=1)[CH3:16])[C:2]1[CH:7]=[CH:6][CH:5]=[CH:4][CH:3]=1.[OH-].[Na+], predict the reaction product. The product is: [CH2:1]([O:8][C:9]1[CH:14]=[CH:13][CH:12]=[CH:11][C:10]=1[CH:15]([O:17][C:18]1[CH:19]=[CH:20][C:21]([C:22]([OH:24])=[O:23])=[CH:26][CH:27]=1)[CH3:16])[C:2]1[CH:3]=[CH:4][CH:5]=[CH:6][CH:7]=1. (6) Given the reactants I[C:2]1[CH:11]=[C:10]2[C:5]([C:6]([N:13]3[CH2:17][CH2:16][CH2:15][C@H:14]3[CH2:18][OH:19])=[CH:7][C:8]([CH3:12])=[N:9]2)=[CH:4][CH:3]=1.[CH3:20][C:21]([CH3:26])([CH3:25])[C:22]([NH2:24])=[O:23], predict the reaction product. The product is: [OH:19][CH2:18][C@@H:14]1[CH2:15][CH2:16][CH2:17][N:13]1[C:6]1[C:5]2[C:10](=[CH:11][C:2]([NH:24][C:22](=[O:23])[C:21]([CH3:26])([CH3:25])[CH3:20])=[CH:3][CH:4]=2)[N:9]=[C:8]([CH3:12])[CH:7]=1. (7) Given the reactants [Cl:1][C:2]1[CH:3]=[C:4]2[C:8](=[CH:9][CH:10]=1)[N:7]([CH2:11][CH2:12][S:13]([CH3:16])(=[NH:15])=[O:14])[C:6]([CH2:17][N:18]1[C:22]3=[CH:23][N:24]=[CH:25][CH:26]=[C:21]3[C:20]3([CH2:28][CH2:27]3)[C:19]1=[O:29])=[CH:5]2.C(N([CH2:35][CH3:36])CC)C.[OH2:37], predict the reaction product. The product is: [Cl:1][C:2]1[CH:3]=[C:4]2[C:8](=[CH:9][CH:10]=1)[N:7]([CH2:11][CH2:12][S:13]([CH3:16])(=[O:14])=[N:15][C:35](=[O:37])[CH3:36])[C:6]([CH2:17][N:18]1[C:22]3=[CH:23][N:24]=[CH:25][CH:26]=[C:21]3[C:20]3([CH2:28][CH2:27]3)[C:19]1=[O:29])=[CH:5]2. (8) Given the reactants Cl.[NH2:2][C:3]1([C:8]([N:10]2[C@@H:14]([CH3:15])[CH2:13][CH2:12][C@H:11]2[CH3:16])=[O:9])[CH2:7][CH2:6][CH2:5][CH2:4]1.[F:17][C:18]1[CH:23]=[C:22]([F:24])[CH:21]=[CH:20][C:19]=1[N:25]1[C:32]2[C@@H:31]3[CH2:33][C@@H:30]3[CH2:29][C:28]=2[C:27]([C:34](O)=[O:35])=[N:26]1, predict the reaction product. The product is: [CH3:16][C@H:11]1[CH2:12][CH2:13][C@@H:14]([CH3:15])[N:10]1[C:8]([C:3]1([NH:2][C:34]([C:27]2[C:28]3[CH2:29][C@H:30]4[CH2:33][C@H:31]4[C:32]=3[N:25]([C:19]3[CH:20]=[CH:21][C:22]([F:24])=[CH:23][C:18]=3[F:17])[N:26]=2)=[O:35])[CH2:7][CH2:6][CH2:5][CH2:4]1)=[O:9]. (9) Given the reactants C1(C2C(CN3CCC[C@H](OC4C=C(Cl)C=C(Cl)C=4)C3)=CC(F)=C(C=2)C(O)=O)CC1.[Cl:30][C:31]1[C:32]([C:58]([F:61])([F:60])[F:59])=[CH:33][C:34]([N:37]2[CH2:42][CH2:41][CH:40]([CH2:43][O:44][C:45]3[C:53]([CH:54]4[CH2:56][CH2:55]4)=[CH:52][C:48]([C:49](O)=[O:50])=[C:47]([F:57])[CH:46]=3)[CH2:39][CH2:38]2)=[N:35][CH:36]=1.[CH:62]1([S:65]([NH2:68])(=[O:67])=[O:66])CC1.CS(N)(=O)=O, predict the reaction product. The product is: [Cl:30][C:31]1[C:32]([C:58]([F:60])([F:61])[F:59])=[CH:33][C:34]([N:37]2[CH2:38][CH2:39][CH:40]([CH2:43][O:44][C:45]3[C:53]([CH:54]4[CH2:56][CH2:55]4)=[CH:52][C:48]([C:49]([NH:68][S:65]([CH3:62])(=[O:67])=[O:66])=[O:50])=[C:47]([F:57])[CH:46]=3)[CH2:41][CH2:42]2)=[N:35][CH:36]=1. (10) Given the reactants Cl[C:2]([O:4][CH3:5])=[O:3].[F:6][C:7]1[CH:12]=[C:11]([F:13])[CH:10]=[CH:9][C:8]=1[NH:14][C:15]([C:17]1[CH:18]=[C:19]([C:24]2[CH:29]=[CH:28][C:27]([F:30])=[CH:26][C:25]=2[F:31])[CH:20]=[CH:21]C=1O)=[O:16].Cl, predict the reaction product. The product is: [F:6][C:7]1[CH:12]=[C:11]([F:13])[CH:10]=[CH:9][C:8]=1[N:14]1[C:15](=[O:16])[C:17]2[CH:18]=[C:19]([C:24]3[CH:29]=[CH:28][C:27]([F:30])=[CH:26][C:25]=3[F:31])[CH:20]=[CH:21][C:5]=2[O:4][C:2]1=[O:3].